Predict the product of the given reaction. From a dataset of Forward reaction prediction with 1.9M reactions from USPTO patents (1976-2016). Given the reactants [O:1]=[S:2]1(=[O:52])[CH2:7][CH2:6][N:5]([CH2:8][CH2:9][NH:10][C@:11]23[CH2:47][CH2:46][C@@H:45]([C:48]4([CH3:51])[CH2:50][O:49]4)[C@@H:12]2[C@@H:13]2[C@@:26]([CH3:29])([CH2:27][CH2:28]3)[C@@:25]3([CH3:30])[C@@H:16]([C@:17]4([CH3:44])[C@@H:22]([CH2:23][CH2:24]3)[C:21]([CH3:32])([CH3:31])[C:20]([C:33]3[CH:42]=[CH:41][C:36]([C:37]([O:39]C)=[O:38])=[C:35]([F:43])[CH:34]=3)=[CH:19][CH2:18]4)[CH2:15][CH2:14]2)[CH2:4][CH2:3]1.[OH-].[Na+], predict the reaction product. The product is: [O:52]=[S:2]1(=[O:1])[CH2:3][CH2:4][N:5]([CH2:8][CH2:9][NH:10][C@:11]23[CH2:47][CH2:46][C@@H:45]([C:48]4([CH3:51])[CH2:50][O:49]4)[C@@H:12]2[C@@H:13]2[C@@:26]([CH3:29])([CH2:27][CH2:28]3)[C@@:25]3([CH3:30])[C@@H:16]([C@:17]4([CH3:44])[C@@H:22]([CH2:23][CH2:24]3)[C:21]([CH3:31])([CH3:32])[C:20]([C:33]3[CH:42]=[CH:41][C:36]([C:37]([OH:39])=[O:38])=[C:35]([F:43])[CH:34]=3)=[CH:19][CH2:18]4)[CH2:15][CH2:14]2)[CH2:6][CH2:7]1.